Dataset: Reaction yield outcomes from USPTO patents with 853,638 reactions. Task: Predict the reaction yield, written as a fraction of the theoretical maximum amount of product (1.0 means a 100% yield; for example, 0.34 means a 34% yield). (1) The reactants are [CH3:1][O:2][C:3]1[CH:4]=[C:5]([OH:16])[CH:6]=[CH:7][C:8]=1[CH2:9][N:10]1[CH2:15][CH2:14][CH2:13][CH2:12][CH2:11]1.C(NC(C)C)(C)C.C1C=CC(N[S:31]([C:34]([F:37])([F:36])[F:35])(=[O:33])=[O:32])=CC=1. The catalyst is C(Cl)Cl. The product is [CH3:1][O:2][C:3]1[CH:4]=[C:5]([O:16][S:31]([C:34]([F:37])([F:36])[F:35])(=[O:33])=[O:32])[CH:6]=[CH:7][C:8]=1[CH2:9][N:10]1[CH2:15][CH2:14][CH2:13][CH2:12][CH2:11]1. The yield is 0.560. (2) The reactants are [NH:1]1[C:5]2=[N:6][CH:7]=[CH:8][CH:9]=[C:4]2[C:3]([C:10]([O:12][CH3:13])=[O:11])=[N:2]1.[Br:14][C:15]1[CH:16]=[C:17](B(O)O)[CH:18]=[CH:19][CH:20]=1. No catalyst specified. The product is [Br:14][C:15]1[CH:20]=[C:19]([N:1]2[C:5]3=[N:6][CH:7]=[CH:8][CH:9]=[C:4]3[C:3]([C:10]([O:12][CH3:13])=[O:11])=[N:2]2)[CH:18]=[CH:17][CH:16]=1. The yield is 0.500. (3) The reactants are S(Cl)(Cl)=O.[CH2:5]([NH:12][C@@H:13]1[CH2:18][CH2:17][C@H:16]([C:19]([OH:21])=[O:20])[CH2:15][CH2:14]1)[C:6]1[CH:11]=[CH:10][CH:9]=[CH:8][CH:7]=1.[CH3:22]O. No catalyst specified. The product is [CH2:5]([NH:12][C@@H:13]1[CH2:14][CH2:15][C@H:16]([C:19]([O:21][CH3:22])=[O:20])[CH2:17][CH2:18]1)[C:6]1[CH:11]=[CH:10][CH:9]=[CH:8][CH:7]=1. The yield is 0.660. (4) The reactants are [C:1]([O:9]CC)(=[O:8])[CH2:2][C:3](OCC)=O.[H-].[Na+].ClC[C:16]1[CH:17]=[N:18][O:19][C:20]=1[C:21]1[CH:26]=[CH:25][C:24]([F:27])=[CH:23][C:22]=1[F:28].Cl. The catalyst is O1CCCC1. The product is [F:28][C:22]1[CH:23]=[C:24]([F:27])[CH:25]=[CH:26][C:21]=1[C:20]1[O:19][N:18]=[CH:17][C:16]=1[CH2:3][CH2:2][C:1]([OH:9])=[O:8]. The yield is 0.870. (5) The reactants are [CH2:1]([C:5]1[CH:10]=[CH:9][C:8]([NH2:11])=[CH:7][CH:6]=1)[CH2:2][CH2:3][CH3:4].N1C=CC=CC=1.[CH3:18][S:19](Cl)(=[O:21])=[O:20]. The catalyst is ClCCl.C(OCC)(=O)C.O. The product is [CH2:1]([C:5]1[CH:6]=[CH:7][C:8]([NH:11][S:19]([CH3:18])(=[O:21])=[O:20])=[CH:9][CH:10]=1)[CH2:2][CH2:3][CH3:4]. The yield is 0.970. (6) The reactants are [CH3:1][O:2][C:3]1[CH:8]=[C:7](C)[CH:6]=[C:5]([O:10][CH3:11])[CH:4]=1.S(Cl)([Cl:15])(=O)=O.C(=O)([O-])[O-].[Na+].[Na+].Cl[CH2:24][Cl:25]. No catalyst specified. The product is [Cl:15][C:6]1[C:7]([CH3:8])=[C:24]([Cl:25])[C:3]([O:2][CH3:1])=[CH:4][C:5]=1[O:10][CH3:11]. The yield is 0.740. (7) The reactants are [O:1]=[C:2]([NH:9][C:10]1[CH:15]=[CH:14][CH:13]=[CH:12][CH:11]=1)[CH2:3][C:4]([O:6]CC)=[O:5].CO[CH:18]=[CH:19][C:20](=O)[CH3:21].[O-]CC.[Na+].O.[OH-].[Li+]. The catalyst is CO.O. The product is [CH3:18][C:19]1[N:9]([C:10]2[CH:11]=[CH:12][CH:13]=[CH:14][CH:15]=2)[C:2](=[O:1])[C:3]([C:4]([OH:6])=[O:5])=[CH:21][CH:20]=1. The yield is 0.690. (8) The reactants are [OH:1][C:2]1[CH:11]=[CH:10][C:9]2[C:4](=[CH:5][CH:6]=[C:7]([C:12]3[CH:17]=[CH:16][CH:15]=[C:14]([OH:18])[CH:13]=3)[CH:8]=2)[C:3]=1[C:19]1[CH:20]=[C:21]([CH:25]=[CH:26][CH:27]=1)[C:22](O)=[O:23].S(Cl)(Cl)=O.[NH2:32][C:33]1[S:34][CH:35]=[CH:36][N:37]=1. The catalyst is COCCOC.ClCCl. The product is [OH:1][C:2]1[CH:11]=[CH:10][C:9]2[C:4](=[CH:5][CH:6]=[C:7]([C:12]3[CH:17]=[CH:16][CH:15]=[C:14]([OH:18])[CH:13]=3)[CH:8]=2)[C:3]=1[C:19]1[CH:20]=[C:21]([CH:25]=[CH:26][CH:27]=1)[C:22]([NH:32][C:33]1[S:34][CH:35]=[CH:36][N:37]=1)=[O:23]. The yield is 0.130.